Dataset: Catalyst prediction with 721,799 reactions and 888 catalyst types from USPTO. Task: Predict which catalyst facilitates the given reaction. (1) Reactant: [Cl:1][C:2]1[CH:11]=[C:10]([OH:12])[CH:9]=[CH:8][C:3]=1[C:4]([O:6][CH3:7])=[O:5].[F:13][C:14]1[CH:19]=[CH:18][C:17](B(O)O)=[CH:16][CH:15]=1.C(N(CC)CC)C. Product: [Cl:1][C:2]1[CH:11]=[C:10]([O:12][C:17]2[CH:18]=[CH:19][C:14]([F:13])=[CH:15][CH:16]=2)[CH:9]=[CH:8][C:3]=1[C:4]([O:6][CH3:7])=[O:5]. The catalyst class is: 302. (2) Reactant: [C:1]([O:4][CH2:5][CH2:6][C:7]1[CH:8]=[CH:9][CH:10]=[C:11]2[C:15]=1[NH:14][CH:13]=[C:12]2[CH:16]=[O:17])(=[O:3])[CH3:2].[C:18](O[C:26]([O:28][C:29]([CH3:32])([CH3:31])C)=O)([O:20][C:21]([CH3:24])([CH3:23])[CH3:22])=[O:19].[C:33](#[N:35])[CH3:34]. Product: [C:1]([O:4][CH2:5][CH2:6][C:7]1[CH:8]=[CH:9][CH:10]=[C:11]2[C:15]=1[N:14]([C:18]([O:20][C:21]([CH3:24])([CH3:23])[CH3:22])=[O:19])[CH:13]=[C:12]2[CH:16]=[O:17])(=[O:3])[CH3:2].[C:1]([O:4][CH2:5][CH2:6][C:7]1[CH:8]=[CH:9][CH:10]=[C:11]2[C:15]=1[NH:14][CH:13]=[C:12]2[C:16](=[O:17])[CH:33]([NH:35][C:12]1[CH:13]=[N:14][CH:32]=[C:29]([O:28][CH3:26])[CH:31]=1)[C:34]1[CH:11]=[CH:15][CH:7]=[CH:6][CH:5]=1)(=[O:3])[CH3:2]. The catalyst class is: 142. (3) Reactant: [CH2:1]([O:3][C:4](=[O:10])[C:5](=[N:8][OH:9])[CH2:6]Br)[CH3:2].[Br:11][C:12]1[CH:13]=[C:14]2[C:18](=[CH:19][CH:20]=1)[NH:17][CH:16]=[CH:15]2.C([O-])([O-])=O.[Na+].[Na+]. Product: [CH2:1]([O:3][C:4](=[O:10])[C:5](=[N:8][OH:9])[CH2:6][C:15]1[C:14]2[C:18](=[CH:19][CH:20]=[C:12]([Br:11])[CH:13]=2)[NH:17][CH:16]=1)[CH3:2]. The catalyst class is: 2. (4) Reactant: [F:1][C:2]1[CH:3]=[C:4]([C:11]2[C:15]([C:16]3[CH:21]=[CH:20][CH:19]=[CH:18][CH:17]=3)=[CH:14][S:13][C:12]=2[C:22]([O:24][CH3:25])=[O:23])[CH:5]=[CH:6][C:7]=1[S:8]([CH3:10])=O.[C:26]([O-:29])(=[O:28])[CH3:27].[Na+].C(OCC)C. Product: [C:26]([O:29][CH2:10][S:8][C:7]1[CH:6]=[CH:5][C:4]([C:11]2[C:15]([C:16]3[CH:21]=[CH:20][CH:19]=[CH:18][CH:17]=3)=[CH:14][S:13][C:12]=2[C:22]([O:24][CH3:25])=[O:23])=[CH:3][C:2]=1[F:1])(=[O:28])[CH3:27]. The catalyst class is: 152.